From a dataset of TCR-epitope binding with 47,182 pairs between 192 epitopes and 23,139 TCRs. Binary Classification. Given a T-cell receptor sequence (or CDR3 region) and an epitope sequence, predict whether binding occurs between them. (1) The epitope is KEIDRLNEV. The TCR CDR3 sequence is CATTNGGRGYTF. Result: 0 (the TCR does not bind to the epitope). (2) The TCR CDR3 sequence is CASSLTQEETQYF. Result: 1 (the TCR binds to the epitope). The epitope is KLNVGDYFV. (3) The epitope is ELAGIGILTV. The TCR CDR3 sequence is CASLLQGVMGTDTQYF. Result: 1 (the TCR binds to the epitope). (4) The epitope is SGPLKAEIAQRLED. The TCR CDR3 sequence is CASSYLKMETQYF. Result: 0 (the TCR does not bind to the epitope). (5) The epitope is LLFGYPVYV. The TCR CDR3 sequence is CASRPGLMSAQPEQYF. Result: 1 (the TCR binds to the epitope). (6) Result: 1 (the TCR binds to the epitope). The TCR CDR3 sequence is CASSLEHEQYF. The epitope is SLYNTVATL. (7) The epitope is KLSYGIATV. The TCR CDR3 sequence is CASSHFIIGADTQYF. Result: 1 (the TCR binds to the epitope). (8) The epitope is KTSVDCTMYI. The TCR CDR3 sequence is CASSFGSRTFGTQYF. Result: 1 (the TCR binds to the epitope). (9) The epitope is FIAGLIAIV. The TCR CDR3 sequence is CASSLDLGTGIGEQYF. Result: 0 (the TCR does not bind to the epitope). (10) The epitope is ATVVIGTSK. The TCR CDR3 sequence is CASSLAGAPSGEQYF. Result: 0 (the TCR does not bind to the epitope).